From a dataset of Catalyst prediction with 721,799 reactions and 888 catalyst types from USPTO. Predict which catalyst facilitates the given reaction. (1) Reactant: [NH2:1][C:2]1[C:3]([Cl:8])=[N:4][CH:5]=[CH:6][CH:7]=1.[C:9](Cl)(=[O:16])[C:10]1[CH:15]=[CH:14][CH:13]=[CH:12][CH:11]=1. Product: [Cl:8][C:3]1[C:2]([NH:1][C:9](=[O:16])[C:10]2[CH:15]=[CH:14][CH:13]=[CH:12][CH:11]=2)=[CH:7][CH:6]=[CH:5][N:4]=1. The catalyst class is: 17. (2) Reactant: [N:1]1[NH:2][N:3]=[N:4][C:5]=1[CH2:6][NH2:7].[CH3:8][C:9]([O:12][C:13](O[C:13]([O:12][C:9]([CH3:11])([CH3:10])[CH3:8])=[O:14])=[O:14])([CH3:11])[CH3:10].[OH-].[Na+].Cl. Product: [N:1]1[NH:2][N:3]=[N:4][C:5]=1[CH2:6][NH:7][C:13](=[O:14])[O:12][C:9]([CH3:11])([CH3:10])[CH3:8]. The catalyst class is: 6.